From a dataset of Full USPTO retrosynthesis dataset with 1.9M reactions from patents (1976-2016). Predict the reactants needed to synthesize the given product. (1) Given the product [CH2:1]([O:4][N:5]1[C:10](=[O:11])[C:9]2[S:12][CH:13]=[CH:14][C:8]=2[N:7]([CH2:17][CH2:18][O:19][S:20]([C:23]2[CH:29]=[CH:28][C:26]([CH3:27])=[CH:25][CH:24]=2)(=[O:22])=[O:21])[C:6]1=[O:15])[CH:2]=[CH2:3], predict the reactants needed to synthesize it. The reactants are: [CH2:1]([O:4][N:5]1[C:10](=[O:11])[C:9]2[S:12][CH:13]=[CH:14][C:8]=2[NH:7][C:6]1=[O:15])[CH:2]=[CH2:3].Br[CH2:17][CH2:18][OH:19].[S:20](Cl)([C:23]1[CH:29]=[CH:28][C:26]([CH3:27])=[CH:25][CH:24]=1)(=[O:22])=[O:21]. (2) Given the product [CH3:3][O:4][CH2:5][CH2:6][O:7][CH2:8][CH2:9][O:10][CH2:13][CH:12]([OH:14])[CH2:11][O:15][CH2:16][CH2:17][O:18][CH2:19][CH2:20][O:21][CH3:22], predict the reactants needed to synthesize it. The reactants are: [OH-].[Na+].[CH3:3][O:4][CH2:5][CH2:6][O:7][CH2:8][CH2:9][OH:10].[CH2:11]([O:15][CH2:16][CH2:17][O:18][CH2:19][CH2:20][O:21][CH3:22])[CH:12]1[O:14][CH2:13]1.Cl. (3) Given the product [N+:16]([C:19]1[CH:20]=[CH:21][CH:22]2[CH:27]([CH:28]=1)[C:26]([O:6][S:3]([C:2]([F:15])([F:14])[F:1])(=[O:5])=[O:4])=[CH:25][CH2:24][CH2:23]2)([O-:18])=[O:17], predict the reactants needed to synthesize it. The reactants are: [F:1][C:2]([F:15])([F:14])[S:3]([O:6]S(C(F)(F)F)(=O)=O)(=[O:5])=[O:4].[N+:16]([C:19]1[CH:28]=[C:27]2[C:22]([CH2:23][CH2:24][CH2:25][C:26]2=O)=[CH:21][CH:20]=1)([O-:18])=[O:17].C(C1C=C(C)C=C(C(C)(C)C)N=1)(C)(C)C. (4) The reactants are: C([O:8][C:9]1[CH:10]=[C:11]2[C:15](=[CH:16][CH:17]=1)[NH:14][N:13]=[C:12]2/[CH:18]=[CH:19]/[C:20]1[CH:25]=[CH:24][CH:23]=[CH:22][CH:21]=1)C1C=CC=CC=1.I[Si](C)(C)C.CO. Given the product [CH:18]([C:12]1[C:11]2[C:15](=[CH:16][CH:17]=[C:9]([OH:8])[CH:10]=2)[NH:14][N:13]=1)=[CH:19][C:20]1[CH:21]=[CH:22][CH:23]=[CH:24][CH:25]=1, predict the reactants needed to synthesize it. (5) The reactants are: [OH:1][CH:2]([C:14]1[CH:19]=[CH:18][C:17]([C:20]2[N:24]=[C:23]([C:25]3[CH:26]=[N:27][N:28]([C:34]4[CH:39]=[CH:38][CH:37]=[CH:36][CH:35]=4)[C:29]=3[C:30]([F:33])([F:32])[F:31])[O:22][N:21]=2)=[CH:16][CH:15]=1)[C:3]([NH:5][CH2:6][C:7]([O:9]C(C)(C)C)=[O:8])=[O:4].[Li+].[OH-].Cl. Given the product [OH:1][CH:2]([C:14]1[CH:19]=[CH:18][C:17]([C:20]2[N:24]=[C:23]([C:25]3[CH:26]=[N:27][N:28]([C:34]4[CH:35]=[CH:36][CH:37]=[CH:38][CH:39]=4)[C:29]=3[C:30]([F:31])([F:32])[F:33])[O:22][N:21]=2)=[CH:16][CH:15]=1)[C:3]([NH:5][CH2:6][C:7]([OH:9])=[O:8])=[O:4], predict the reactants needed to synthesize it. (6) Given the product [CH2:1]([C:3]1[CH:4]=[C:5]([C:20]2[CH2:25][CH2:24][N:23]([C:26]([O:28][C:29]([CH3:31])([CH3:30])[CH3:32])=[O:27])[CH2:22][CH:21]=2)[CH:6]=[CH:7][C:8]=1[N:9]([CH3:33])[C:10]1[N:15]=[CH:14][C:13]2[N:16]=[CH:17][N:18]([CH3:19])[C:12]=2[CH:11]=1)[CH3:2], predict the reactants needed to synthesize it. The reactants are: [CH2:1]([C:3]1[CH:4]=[C:5]([C:20]2[CH2:25][CH2:24][N:23]([C:26]([O:28][C:29]([CH3:32])([CH3:31])[CH3:30])=[O:27])[CH2:22][CH:21]=2)[CH:6]=[CH:7][C:8]=1[NH:9][C:10]1[N:15]=[CH:14][C:13]2[N:16]=[CH:17][N:18]([CH3:19])[C:12]=2[CH:11]=1)[CH3:2].[CH3:33][Si]([N-][Si](C)(C)C)(C)C.[Na+].IC. (7) Given the product [F:22][C:18]1[CH:17]=[C:16]([C:15]2[C:6]([CH:4]([NH2:1])[CH3:5])=[CH:7][CH:8]=[C:9]3[C:14]=2[N:13]=[CH:12][CH:11]=[CH:10]3)[CH:21]=[CH:20][CH:19]=1, predict the reactants needed to synthesize it. The reactants are: [N:1]([CH:4]([C:6]1[C:15]([C:16]2[CH:21]=[CH:20][CH:19]=[C:18]([F:22])[CH:17]=2)=[C:14]2[C:9]([CH:10]=[CH:11][CH:12]=[N:13]2)=[CH:8][CH:7]=1)[CH3:5])=[N+]=[N-].O.CP(C)C.C(OCC)(=O)C.